From a dataset of Peptide-MHC class I binding affinity with 185,985 pairs from IEDB/IMGT. Regression. Given a peptide amino acid sequence and an MHC pseudo amino acid sequence, predict their binding affinity value. This is MHC class I binding data. (1) The peptide sequence is VYCKTVLEL. The MHC is HLA-A11:02 with pseudo-sequence HLA-A11:01. The binding affinity (normalized) is 0.415. (2) The peptide sequence is MKYVWPPIM. The MHC is HLA-B27:03 with pseudo-sequence HLA-B27:03. The binding affinity (normalized) is 0.0847. (3) The peptide sequence is DIVNGKECCY. The MHC is HLA-A33:01 with pseudo-sequence HLA-A33:01. The binding affinity (normalized) is 0. (4) The peptide sequence is EVKSCHWPK. The MHC is HLA-A68:01 with pseudo-sequence HLA-A68:01. The binding affinity (normalized) is 0.606.